Dataset: Peptide-MHC class I binding affinity with 185,985 pairs from IEDB/IMGT. Task: Regression. Given a peptide amino acid sequence and an MHC pseudo amino acid sequence, predict their binding affinity value. This is MHC class I binding data. (1) The peptide sequence is ALVSDCASTI. The MHC is HLA-A68:02 with pseudo-sequence HLA-A68:02. The binding affinity (normalized) is 0.420. (2) The peptide sequence is IPRRIRQGL. The MHC is HLA-B44:03 with pseudo-sequence HLA-B44:03. The binding affinity (normalized) is 0.